Task: Predict which catalyst facilitates the given reaction.. Dataset: Catalyst prediction with 721,799 reactions and 888 catalyst types from USPTO (1) Reactant: ON1C2N=CC=CC=2N=N1.C(N(C(C)C)CC)(C)C.[CH2:20]([NH:22][C:23]([NH:25][C:26]1[N:27]=[C:28]2[CH:33]=[C:32]([C:34]3[CH:35]=[N:36][CH:37]=[CH:38][CH:39]=3)[CH:31]=[CH:30][N:29]2[CH:40]=1)=[O:24])[CH3:21].C(O)(=O)C(C)C.CCN=C=NCCCN(C)C.[ClH:58]. Product: [Cl:58][C:40]1[N:29]2[CH:30]=[CH:31][C:32]([C:34]3[CH:35]=[N:36][CH:37]=[CH:38][CH:39]=3)=[CH:33][C:28]2=[N:27][C:26]=1[NH:25][C:23]([NH:22][CH2:20][CH3:21])=[O:24]. The catalyst class is: 4. (2) Reactant: [C:1]([O:5][C:6]([NH:8][C@@H:9]1[CH2:12][C@H:11]([C:13]([OH:15])=O)[C:10]1([CH3:17])[CH3:16])=[O:7])([CH3:4])([CH3:3])[CH3:2].[CH:18]1[CH:19]=CC2N(O)N=[N:24][C:22]=2[CH:23]=1.N1CCCC1.CCN(CC)CC. Product: [CH3:16][C:10]1([CH3:17])[C@@H:11]([C:13]([N:24]2[CH2:19][CH2:18][CH2:23][CH2:22]2)=[O:15])[CH2:12][C@H:9]1[NH:8][C:6](=[O:7])[O:5][C:1]([CH3:2])([CH3:3])[CH3:4]. The catalyst class is: 2. (3) Reactant: C(O)(=O)C(O)=O.[N:7]1[CH:12]=[CH:11][CH:10]=[CH:9][C:8]=1[N:13]([CH2:37][CH2:38][C:39]([O:41][CH2:42][CH3:43])=[O:40])[C:14]([C:16]1[CH:36]=[CH:35][C:19]2[N:20]([CH3:34])[C:21]([CH2:23][NH:24][C:25]3[CH:30]=[CH:29][C:28]([C:31](=[NH:33])[NH2:32])=[CH:27][CH:26]=3)=[N:22][C:18]=2[CH:17]=1)=[O:15].O.C(=O)([O-])[O-].[K+].[K+].N1([C:56]([O:58][CH2:59][CH2:60][CH2:61][CH2:62][CH2:63][CH3:64])=[O:57])C=CN=C1. Product: [CH3:64][CH2:63][CH2:62][CH2:61][CH2:60][CH2:59][O:58][C:56](/[N:33]=[C:31](\[NH2:32])/[C:28]1[CH:27]=[CH:26][C:25]([NH:24][CH2:23][C:21]2[N:20]([CH3:34])[C:19]3[CH:35]=[CH:36][C:16]([C:14]([N:13]([C:8]4[CH:9]=[CH:10][CH:11]=[CH:12][N:7]=4)[CH2:37][CH2:38][C:39]([O:41][CH2:42][CH3:43])=[O:40])=[O:15])=[CH:17][C:18]=3[N:22]=2)=[CH:30][CH:29]=1)=[O:57]. The catalyst class is: 10. (4) Reactant: [N+:1]([C:4]1[CH:9]=[CH:8][CH:7]=[CH:6][C:5]=1[OH:10])([O-:3])=[O:2].Cl[CH2:12][CH2:13][CH2:14][O:15][CH3:16].C(=O)([O-])[O-].[K+].[K+]. Product: [CH3:16][O:15][CH2:14][CH2:13][CH2:12][O:10][C:5]1[CH:6]=[CH:7][CH:8]=[CH:9][C:4]=1[N+:1]([O-:3])=[O:2]. The catalyst class is: 9. (5) Reactant: [CH2:1]([C:3]1[CH:8]=[CH:7][C:6]([CH:9]2[CH2:14][N:13]([C:15]([O:17]C3C=CC([N+]([O-])=O)=CC=3)=O)[CH2:12][CH:11]([C:27]([O:29][CH3:30])=[O:28])[CH2:10]2)=[CH:5][CH:4]=1)[CH3:2].Cl.[OH:32][CH:33]1[CH2:36][NH:35][CH2:34]1.C(=O)([O-])[O-].[K+].[K+]. Product: [CH2:1]([C:3]1[CH:4]=[CH:5][C:6]([CH:9]2[CH2:14][N:13]([C:15]([N:35]3[CH2:36][CH:33]([OH:32])[CH2:34]3)=[O:17])[CH2:12][CH:11]([C:27]([O:29][CH3:30])=[O:28])[CH2:10]2)=[CH:7][CH:8]=1)[CH3:2]. The catalyst class is: 9.